This data is from Catalyst prediction with 721,799 reactions and 888 catalyst types from USPTO. The task is: Predict which catalyst facilitates the given reaction. (1) Reactant: [C:1](Cl)(Cl)=[O:2].[O:5]1[CH2:10][CH2:9][CH:8]([N:11]2[CH2:15][CH2:14][NH:13][C:12]2=[O:16])[CH2:7][CH2:6]1.N1C=CC=CC=1.[CH3:23][C:24]1[N:29]=[C:28]([NH2:30])[CH:27]=[CH:26][C:25]=1[O:31][C:32]1[CH:37]=[CH:36][N:35]=[C:34]([C:38]2[O:42][N:41]=[C:40]([CH3:43])[CH:39]=2)[CH:33]=1. Product: [CH3:23][C:24]1[N:29]=[C:28]([NH:30][C:1]([N:13]2[CH2:14][CH2:15][N:11]([CH:8]3[CH2:7][CH2:6][O:5][CH2:10][CH2:9]3)[C:12]2=[O:16])=[O:2])[CH:27]=[CH:26][C:25]=1[O:31][C:32]1[CH:37]=[CH:36][N:35]=[C:34]([C:38]2[O:42][N:41]=[C:40]([CH3:43])[CH:39]=2)[CH:33]=1. The catalyst class is: 2. (2) Reactant: [CH:1]1[C:10]2[C:5](=[CH:6][CH:7]=[CH:8][CH:9]=2)[C:4]([CH2:11]O)=[CH:3][N:2]=1.CC(O)=O.[BrH:17]. Product: [BrH:17].[Br:17][CH2:11][C:4]1[C:5]2[C:10](=[CH:9][CH:8]=[CH:7][CH:6]=2)[CH:1]=[N:2][CH:3]=1. The catalyst class is: 28.